From a dataset of Full USPTO retrosynthesis dataset with 1.9M reactions from patents (1976-2016). Predict the reactants needed to synthesize the given product. The reactants are: CN([CH:4]=[N:5][C:6]([NH:8][C:9]1[CH:14]=[CH:13][CH:12]=[C:11]([S:15]([CH3:18])(=[O:17])=[O:16])[CH:10]=1)=[S:7])C.[F:19][C:20]1[CH:29]=[CH:28][CH:27]=[CH:26][C:21]=1[C:22](=[O:25])[CH2:23]Br.C(N(C(C)C)CC)(C)C. Given the product [F:19][C:20]1[CH:29]=[CH:28][CH:27]=[CH:26][C:21]=1[C:22]([C:23]1[S:7][C:6]([NH:8][C:9]2[CH:14]=[CH:13][CH:12]=[C:11]([S:15]([CH3:18])(=[O:16])=[O:17])[CH:10]=2)=[N:5][CH:4]=1)=[O:25], predict the reactants needed to synthesize it.